This data is from Reaction yield outcomes from USPTO patents with 853,638 reactions. The task is: Predict the reaction yield, written as a fraction of the theoretical maximum amount of product (1.0 means a 100% yield; for example, 0.34 means a 34% yield). (1) The reactants are C([S@]([NH:7][C@@H:8]([C:10]1[CH:11]=[CH:12][C:13]([NH:21][S:22]([CH3:25])(=[O:24])=[O:23])=[C:14]([CH:20]=1)[C:15]([O:17][CH2:18][CH3:19])=[O:16])[CH3:9])=O)(C)(C)C.Cl.CO. The catalyst is CO. The product is [NH2:7][C@@H:8]([C:10]1[CH:11]=[CH:12][C:13]([NH:21][S:22]([CH3:25])(=[O:24])=[O:23])=[C:14]([CH:20]=1)[C:15]([O:17][CH2:18][CH3:19])=[O:16])[CH3:9]. The yield is 0.870. (2) The reactants are [CH:1]1([C:6]([C:8]2[CH:13]=[C:12]([CH3:14])[CH:11]=[CH:10][C:9]=2[NH:15][C:16]([NH:18][C:19]2[S:20][CH:21]=[C:22]([CH2:24][CH:25]=O)[N:23]=2)=[O:17])=[O:7])[CH2:5][CH2:4][CH2:3][CH2:2]1.[NH:27]1[CH2:32][CH2:31][O:30][CH2:29][CH2:28]1. No catalyst specified. The product is [CH:1]1([C:6]([C:8]2[CH:13]=[C:12]([CH3:14])[CH:11]=[CH:10][C:9]=2[NH:15][C:16]([NH:18][C:19]2[S:20][CH:21]=[C:22]([CH2:24][CH2:25][N:27]3[CH2:32][CH2:31][O:30][CH2:29][CH2:28]3)[N:23]=2)=[O:17])=[O:7])[CH2:5][CH2:4][CH2:3][CH2:2]1. The yield is 0.310. (3) The reactants are [CH:1]1([CH:6]=[C:7]([C:17]2[CH:22]=[CH:21][C:20]([C:23]([OH:28])([CH:25]([CH3:27])[CH3:26])[CH3:24])=[CH:19][CH:18]=2)[C:8]2[NH:16][C:11]3=[N:12][CH:13]=[CH:14][CH:15]=[C:10]3[CH:9]=2)[CH2:5][CH2:4][CH2:3][CH2:2]1. The catalyst is [Pd].CO. The product is [CH:1]1([CH2:6][CH:7]([C:17]2[CH:18]=[CH:19][C:20]([C:23]([OH:28])([CH:25]([CH3:26])[CH3:27])[CH3:24])=[CH:21][CH:22]=2)[C:8]2[NH:16][C:11]3=[N:12][CH:13]=[CH:14][CH:15]=[C:10]3[CH:9]=2)[CH2:5][CH2:4][CH2:3][CH2:2]1. The yield is 0.600. (4) The reactants are [Br:1][C:2]1[CH:15]=[CH:14][C:13]2[C:12]([C:17]3[CH:22]=[CH:21][C:20]([F:23])=[CH:19][CH:18]=3)(O)[C:11]3[C:6](=[CH:7][CH:8]=[CH:9][CH:10]=3)[C:5]([C:25]3[CH:30]=[CH:29][C:28]([F:31])=[CH:27][CH:26]=3)(O)[C:4]=2[CH:3]=1.[I-].[K+].O.[PH2](=O)[O-].[Na+].[PH2](=O)O. The catalyst is C(O)(=O)C. The product is [Br:1][C:2]1[CH:15]=[CH:14][C:13]2[C:4](=[C:5]([C:25]3[CH:30]=[CH:29][C:28]([F:31])=[CH:27][CH:26]=3)[C:6]3[C:11]([C:12]=2[C:17]2[CH:18]=[CH:19][C:20]([F:23])=[CH:21][CH:22]=2)=[CH:10][CH:9]=[CH:8][CH:7]=3)[CH:3]=1. The yield is 0.740. (5) The reactants are F[B-](F)(F)F.[O:6]=[N+:7]=[O:8].C(Cl)Cl.[Br:12][C:13]1[CH:18]=[CH:17][C:16]([F:19])=[CH:15][C:14]=1[CH3:20]. The catalyst is CCCCCC. The product is [Br:12][C:13]1[CH:18]=[C:17]([N+:7]([O-:8])=[O:6])[C:16]([F:19])=[CH:15][C:14]=1[CH3:20]. The yield is 0.530. (6) The reactants are [CH2:1]([O:3][C:4](=[O:31])[CH2:5][N:6]1[C:14]2[CH2:13][CH2:12][CH2:11][C@@H:10]([N:15]([S:17]([C:20]3[CH:25]=[C:24]([C:26]([F:29])([F:28])[F:27])[CH:23]=[C:22](F)[CH:21]=3)(=[O:19])=[O:18])[CH3:16])[C:9]=2[CH:8]=[N:7]1)[CH3:2].[CH2:32]([SH:34])[CH3:33]. No catalyst specified. The product is [CH2:1]([O:3][C:4](=[O:31])[CH2:5][N:6]1[C:14]2[CH2:13][CH2:12][CH2:11][C@@H:10]([N:15]([S:17]([C:20]3[CH:25]=[C:24]([C:26]([F:27])([F:28])[F:29])[CH:23]=[C:22]([S:34][CH2:32][CH3:33])[CH:21]=3)(=[O:18])=[O:19])[CH3:16])[C:9]=2[CH:8]=[N:7]1)[CH3:2]. The yield is 0.860. (7) The reactants are [Mg].Br[CH2:3][CH2:4][CH2:5][CH2:6][CH2:7][CH2:8][CH2:9][CH2:10][CH2:11][CH2:12][CH2:13][CH3:14].Br[C:16]1[CH:20]=[CH:19][S:18][CH:17]=1. The catalyst is CCOCC.Cl[Ni]1(Cl)[P](C2C=CC=CC=2)(C2C=CC=CC=2)CCC[P]1(C1C=CC=CC=1)C1C=CC=CC=1. The product is [CH2:3]([C:16]1[CH:20]=[CH:19][S:18][CH:17]=1)[CH2:4][CH2:5][CH2:6][CH2:7][CH2:8][CH2:9][CH2:10][CH2:11][CH2:12][CH2:13][CH3:14]. The yield is 0.850. (8) The reactants are I[C:2]1[CH:3]=[CH:4][C:5]2[N:6]([CH:8]=[C:9]([NH:11][C:12]([CH:14]3[CH2:16][CH2:15]3)=[O:13])[N:10]=2)[N:7]=1.[Br:17][C:18]1[CH:19]=[C:20]([OH:24])[CH:21]=[N:22][CH:23]=1.C(=O)([O-])[O-].[K+].[K+]. The catalyst is CN(C)C=O.O. The product is [Br:17][C:18]1[CH:19]=[C:20]([O:24][C:2]2[CH:3]=[CH:4][C:5]3[N:6]([CH:8]=[C:9]([NH:11][C:12]([CH:14]4[CH2:16][CH2:15]4)=[O:13])[N:10]=3)[N:7]=2)[CH:21]=[N:22][CH:23]=1. The yield is 0.850.